From a dataset of Catalyst prediction with 721,799 reactions and 888 catalyst types from USPTO. Predict which catalyst facilitates the given reaction. (1) Reactant: Br[C:2]1[S:6][C:5]([CH2:7][N:8]([CH3:16])[C:9](=[O:15])[O:10][C:11]([CH3:14])([CH3:13])[CH3:12])=[N:4][C:3]=1[C:17]1[C:18]([F:23])=[N:19][CH:20]=[CH:21][CH:22]=1.[CH3:24][O:25][C:26]1[CH:27]=[C:28]([SH:32])[CH:29]=[CH:30][CH:31]=1.C(N(C(C)C)C(C)C)C.C(=O)([O-])O.[Na+]. Product: [F:23][C:18]1[C:17]([C:3]2[N:4]=[C:5]([CH2:7][N:8]([CH3:16])[C:9](=[O:15])[O:10][C:11]([CH3:14])([CH3:13])[CH3:12])[S:6][C:2]=2[S:32][C:28]2[CH:29]=[CH:30][CH:31]=[C:26]([O:25][CH3:24])[CH:27]=2)=[CH:22][CH:21]=[CH:20][N:19]=1. The catalyst class is: 101. (2) Reactant: [OH:1][C:2]1[CH:3]=[C:4]([C:12]([O:14][CH3:15])=[O:13])[CH:5]=[C:6]([CH:11]=1)[C:7]([O:9][CH3:10])=[O:8].C(=O)([O-])[O-].[K+].[K+].[F:22][C:23]([F:47])([F:46])[C:24]([F:45])([F:44])[C:25]([F:43])([F:42])[O:26][C:27]([F:41])([C:32]([F:40])([F:39])[O:33][C:34]([F:38])=[C:35]([F:37])[F:36])[C:28]([F:31])([F:30])[F:29]. Product: [F:37][C:35]([F:36])([O:1][C:2]1[CH:11]=[C:6]([C:7]([O:9][CH3:10])=[O:8])[CH:5]=[C:4]([CH:3]=1)[C:12]([O:14][CH3:15])=[O:13])[CH:34]([F:38])[O:33][C:32]([F:39])([F:40])[C:27]([F:41])([O:26][C:25]([F:42])([F:43])[C:24]([F:44])([F:45])[C:23]([F:22])([F:46])[F:47])[C:28]([F:31])([F:30])[F:29]. The catalyst class is: 1. (3) Reactant: [C:1]([N:8]1[CH2:13][CH2:12][NH:11][CH2:10][CH2:9]1)([O:3][C:4]([CH3:7])([CH3:6])[CH3:5])=[O:2].[N:14]#[C:15]Br. Product: [C:15]([N:11]1[CH2:10][CH2:9][N:8]([C:1]([O:3][C:4]([CH3:7])([CH3:6])[CH3:5])=[O:2])[CH2:13][CH2:12]1)#[N:14]. The catalyst class is: 2. (4) Reactant: [CH3:1][S:2]([C:5]1[S:13][C:12]2[C:7](=[N:8][CH:9]=[CH:10][C:11]=2[O:14][C:15]2[CH:20]=[CH:19][C:18]([NH2:21])=[CH:17][C:16]=2[F:22])[CH:6]=1)(=[O:4])=[O:3].[C:23]1([CH2:29][C:30]([N:32]=[C:33]=[S:34])=[O:31])[CH:28]=[CH:27][CH:26]=[CH:25][CH:24]=1. Product: [CH3:1][S:2]([C:5]1[S:13][C:12]2[C:7](=[N:8][CH:9]=[CH:10][C:11]=2[O:14][C:15]2[CH:20]=[CH:19][C:18]([NH:21][C:33]([NH:32][C:30](=[O:31])[CH2:29][C:23]3[CH:24]=[CH:25][CH:26]=[CH:27][CH:28]=3)=[S:34])=[CH:17][C:16]=2[F:22])[CH:6]=1)(=[O:3])=[O:4]. The catalyst class is: 36. (5) Reactant: N1C=CC=CC=1.C(N(CC)CC)C.[CH3:14][O:15][C:16](=[O:35])[C@H:17]([CH2:25][C:26]1[CH:31]=[C:30]([Cl:32])[C:29]([OH:33])=[C:28]([Cl:34])[CH:27]=1)[NH:18][C:19](=[O:24])[C:20]([F:23])([F:22])[F:21].[C:36]1(B(O)O)[C:45]2[C:40](=[CH:41][CH:42]=[CH:43][CH:44]=2)[CH:39]=[CH:38][CH:37]=1.C([O-])(=O)C. Product: [CH3:14][O:15][C:16](=[O:35])[C@H:17]([CH2:25][C:26]1[CH:27]=[C:28]([Cl:34])[C:29]([O:33][C:44]2[C:45]3[C:40](=[CH:39][CH:38]=[CH:37][CH:36]=3)[CH:41]=[CH:42][CH:43]=2)=[C:30]([Cl:32])[CH:31]=1)[NH:18][C:19](=[O:24])[C:20]([F:23])([F:21])[F:22]. The catalyst class is: 756. (6) Reactant: [CH3:1][O:2][C:3](=[O:14])[CH2:4][O:5][C:6]1[CH:11]=[CH:10][C:9]([F:12])=[C:8]([NH2:13])[CH:7]=1.C([O:17][C:18](=O)[CH:19]([CH2:24][C:25]1[CH:30]=[CH:29][C:28]([N:31]2[CH:35]=[CH:34][CH:33]=[N:32]2)=[CH:27][CH:26]=1)[C:20](=O)[CH2:21][CH3:22])C. Product: [CH3:1][O:2][C:3](=[O:14])[CH2:4][O:5][C:6]1[CH:11]=[CH:10][C:9]([F:12])=[C:8]2[C:7]=1[C:18](=[O:17])[C:19]([CH2:24][C:25]1[CH:30]=[CH:29][C:28]([N:31]3[CH:35]=[CH:34][CH:33]=[N:32]3)=[CH:27][CH:26]=1)=[C:20]([CH2:21][CH3:22])[NH:13]2. The catalyst class is: 38. (7) Reactant: [C-:1]#[N:2].[Na+].[Cl:4][C:5]1[C:6](F)=[N:7][CH:8]=[C:9]([C:11]([F:14])([F:13])[F:12])[CH:10]=1. Product: [Cl:4][C:5]1[C:6]([C:1]#[N:2])=[N:7][CH:8]=[C:9]([C:11]([F:14])([F:13])[F:12])[CH:10]=1. The catalyst class is: 689. (8) Reactant: Cl[C:2]1[N:7]=[C:6]([NH:8][C:9]2[CH:10]=[C:11]([CH:17]=[CH:18][C:19]=2[CH3:20])[C:12]([NH:14][O:15][CH3:16])=[O:13])[C:5]([F:21])=[CH:4][C:3]=1[C:22]#[N:23].[CH2:24]([NH2:29])[C:25]([CH3:28])([CH3:27])[CH3:26].[F-].[K+]. Product: [C:22]([C:3]1[CH:4]=[C:5]([F:21])[C:6]([NH:8][C:9]2[CH:10]=[C:11]([CH:17]=[CH:18][C:19]=2[CH3:20])[C:12]([NH:14][O:15][CH3:16])=[O:13])=[N:7][C:2]=1[NH:29][CH2:24][C:25]([CH3:28])([CH3:27])[CH3:26])#[N:23]. The catalyst class is: 16.